This data is from Reaction yield outcomes from USPTO patents with 853,638 reactions. The task is: Predict the reaction yield, written as a fraction of the theoretical maximum amount of product (1.0 means a 100% yield; for example, 0.34 means a 34% yield). The reactants are [CH2:1]([NH:3][C:4]([NH:6][C:7]1[CH:12]=[CH:11][C:10](NC2N=C(N[C:10]3[CH:11]=[CH:12][C:7]([NH:6][C:4]([NH:3][CH2:1][CH3:2])=[O:5])=[CH:8][CH:9]=3)C(F)=CN=2)=[CH:9][CH:8]=1)=[O:5])[CH3:2].[NH2:34]C1C=CC=C(N)C=1.C(N=C=O)C.C(=O)([O-])[O-].[K+].[K+]. No catalyst specified. The product is [CH2:1]([NH:3][C:4]([NH:6][C:7]1[CH:12]=[C:11]([CH:10]=[CH:9][CH:8]=1)[NH2:34])=[O:5])[CH3:2]. The yield is 0.830.